Predict the product of the given reaction. From a dataset of Forward reaction prediction with 1.9M reactions from USPTO patents (1976-2016). Given the reactants [CH3:1][C:2]1[C:6]([C:7]2[CH:19]=[C:18]([C:20]([NH2:22])=[O:21])[C:17]3[C:16]4[C:11](=[CH:12][CH:13]=[C:14]([C:23]([N:25]5[CH2:30][C@H:29]([CH3:31])[O:28][C@H:27]([CH3:32])[CH2:26]5)=[O:24])[CH:15]=4)[NH:10][C:9]=3[CH:8]=2)=[C:5]([CH3:33])[O:4][N:3]=1.C(=O)([O-])[O-].[K+].[K+].C1OCCOCCOCCOCCOCCOC1.Br[CH2:59][CH:60]1[CH2:63][CH2:62][CH2:61]1, predict the reaction product. The product is: [CH:60]1([CH2:59][N:10]2[C:9]3[CH:8]=[C:7]([C:6]4[C:2]([CH3:1])=[N:3][O:4][C:5]=4[CH3:33])[CH:19]=[C:18]([C:20]([NH2:22])=[O:21])[C:17]=3[C:16]3[C:11]2=[CH:12][CH:13]=[C:14]([C:23]([N:25]2[CH2:26][C@H:27]([CH3:32])[O:28][C@H:29]([CH3:31])[CH2:30]2)=[O:24])[CH:15]=3)[CH2:63][CH2:62][CH2:61]1.